This data is from Catalyst prediction with 721,799 reactions and 888 catalyst types from USPTO. The task is: Predict which catalyst facilitates the given reaction. (1) Reactant: [C:1]([NH:22][CH2:23][CH2:24][CH2:25][CH2:26][C@H:27]([NH:32][C:33](=[O:43])[CH2:34]/[CH:35]=[CH:36]/[C:37]1[CH:38]=[N:39][CH:40]=[CH:41][CH:42]=1)[C:28]([O:30]C)=[O:29])(=[O:21])[CH2:2][CH2:3][CH2:4]/[CH:5]=[CH:6]\[CH2:7]/[CH:8]=[CH:9]\[CH2:10]/[CH:11]=[CH:12]\[CH2:13]/[CH:14]=[CH:15]\[CH2:16]/[CH:17]=[CH:18]\[CH2:19][CH3:20].[OH-].[Na+].Cl. Product: [C:1]([NH:22][CH2:23][CH2:24][CH2:25][CH2:26][C@H:27]([NH:32][C:33](=[O:43])[CH2:34]/[CH:35]=[CH:36]/[C:37]1[CH:38]=[N:39][CH:40]=[CH:41][CH:42]=1)[C:28]([OH:30])=[O:29])(=[O:21])[CH2:2][CH2:3][CH2:4]/[CH:5]=[CH:6]\[CH2:7]/[CH:8]=[CH:9]\[CH2:10]/[CH:11]=[CH:12]\[CH2:13]/[CH:14]=[CH:15]\[CH2:16]/[CH:17]=[CH:18]\[CH2:19][CH3:20]. The catalyst class is: 1. (2) The catalyst class is: 24. Reactant: [CH3:1][C:2]1[CH:3]=[C:4]([N:8]2[CH:13]=[CH:12][CH:11]=[C:10]([C:14]([NH:16][CH2:17][C:18]3[CH:27]=[CH:26][C:21]([C:22]([O:24]C)=[O:23])=[CH:20][CH:19]=3)=[O:15])[C:9]2=[O:28])[CH:5]=[CH:6][CH:7]=1.[OH-].[Na+]. Product: [CH3:1][C:2]1[CH:3]=[C:4]([N:8]2[CH:13]=[CH:12][CH:11]=[C:10]([C:14]([NH:16][CH2:17][C:18]3[CH:19]=[CH:20][C:21]([C:22]([OH:24])=[O:23])=[CH:26][CH:27]=3)=[O:15])[C:9]2=[O:28])[CH:5]=[CH:6][CH:7]=1. (3) Reactant: C[O:2][CH:3]=[CH:4][C:5]1[C:6]([CH3:17])=[N:7][N:8]([C:11]2[CH:16]=[CH:15][CH:14]=[CH:13][CH:12]=2)[C:9]=1[CH3:10].O.C1(C)C=CC(S(O)(=O)=O)=CC=1.Cl. Product: [CH3:17][C:6]1[C:5]([CH2:4][CH:3]=[O:2])=[C:9]([CH3:10])[N:8]([C:11]2[CH:16]=[CH:15][CH:14]=[CH:13][CH:12]=2)[N:7]=1. The catalyst class is: 252. (4) Reactant: [F:1][C:2]1[CH:3]=[C:4]2[C:9](=[CH:10][CH:11]=1)[CH:8]=[N:7][C:6]([NH:12][C:13](=[O:39])[O:14][CH2:15][C@@H:16]([N:25]([CH3:38])[C:26]([NH:28][CH2:29][C:30]1[CH:35]=[CH:34][CH:33]=[C:32]([F:36])[C:31]=1[Cl:37])=[O:27])[CH2:17][C:18]([F:24])([F:23])[CH2:19][N:20]=[N+]=[N-])=[CH:5]2.C1COCC1.C1(P(C2C=CC=CC=2)C2C=CC=CC=2)C=CC=CC=1.Cl. Product: [F:1][C:2]1[CH:3]=[C:4]2[C:9](=[CH:10][CH:11]=1)[CH:8]=[N:7][C:6]([NH:12][C:13](=[O:39])[O:14][CH2:15][C@@H:16]([N:25]([CH3:38])[C:26]([NH:28][CH2:29][C:30]1[CH:35]=[CH:34][CH:33]=[C:32]([F:36])[C:31]=1[Cl:37])=[O:27])[CH2:17][C:18]([F:23])([F:24])[CH2:19][NH2:20])=[CH:5]2. The catalyst class is: 6. (5) Reactant: [CH3:1][C:2](=[CH2:12])[CH2:3][O:4][CH2:5][C:6]1[CH:11]=[CH:10][CH:9]=[CH:8][CH:7]=1.C1C=C(Cl)C=C(C(OO)=[O:21])C=1. Product: [CH2:5]([O:4][CH2:3][C:2]1([CH3:1])[CH2:12][O:21]1)[C:6]1[CH:11]=[CH:10][CH:9]=[CH:8][CH:7]=1. The catalyst class is: 2.